From a dataset of Peptide-MHC class I binding affinity with 185,985 pairs from IEDB/IMGT. Regression. Given a peptide amino acid sequence and an MHC pseudo amino acid sequence, predict their binding affinity value. This is MHC class I binding data. (1) The peptide sequence is GQMYNMNTL. The MHC is HLA-A02:01 with pseudo-sequence HLA-A02:01. The binding affinity (normalized) is 0.0847. (2) The MHC is HLA-B39:01 with pseudo-sequence HLA-B39:01. The peptide sequence is YRYEFNNDW. The binding affinity (normalized) is 0.362.